Dataset: Full USPTO retrosynthesis dataset with 1.9M reactions from patents (1976-2016). Task: Predict the reactants needed to synthesize the given product. (1) Given the product [CH3:13][C:14]([CH3:18])([CH3:17])[CH2:15][NH:7][C:6]1[CH:8]=[CH:9][C:3]([O:2][CH3:1])=[CH:4][C:5]=1[N+:10]([O-:12])=[O:11], predict the reactants needed to synthesize it. The reactants are: [CH3:1][O:2][C:3]1[CH:9]=[CH:8][C:6]([NH2:7])=[C:5]([N+:10]([O-:12])=[O:11])[CH:4]=1.[CH3:13][C:14]([CH3:18])([CH3:17])[CH:15]=O.C(O)(=O)C.C(O[BH-](OC(=O)C)OC(=O)C)(=O)C.[Na+]. (2) The reactants are: [C:1]1(=[O:11])[O:6][C:4](=O)[C:3]2=[CH:7][CH:8]=[CH:9][CH:10]=[C:2]12.[CH3:12][O:13][C:14]1[CH:21]=[CH:20][C:17]([CH2:18][NH2:19])=[CH:16][CH:15]=1. Given the product [CH3:12][O:13][C:14]1[CH:21]=[CH:20][C:17]([CH2:18][N:19]2[C:1](=[O:11])[C:2]3=[CH:10][CH:9]=[CH:8][CH:7]=[C:3]3[C:4]2=[O:6])=[CH:16][CH:15]=1, predict the reactants needed to synthesize it. (3) The reactants are: Cl[C:2]1[N:3]=[CH:4][C:5]2[N:11]([CH3:12])[C:10](=[O:13])[C:9]([F:15])([F:14])[CH2:8][N:7]([CH:16]3[CH2:21][CH2:20][CH2:19][CH2:18][CH2:17]3)[C:6]=2[N:22]=1.O.C1(C)C(S(O)(=O)=O)=CC=CC=1.[NH2:35][C:36]1[CH:49]=[CH:48][C:39]([C:40]([NH:42][CH2:43][CH2:44][N:45]([CH3:47])[CH3:46])=[O:41])=[CH:38][C:37]=1[O:50][CH3:51]. Given the product [CH:16]1([N:7]2[CH2:8][C:9]([F:15])([F:14])[C:10](=[O:13])[N:11]([CH3:12])[C:5]3[CH:4]=[N:3][C:2]([NH:35][C:36]4[CH:49]=[CH:48][C:39]([C:40]([NH:42][CH2:43][CH2:44][N:45]([CH3:46])[CH3:47])=[O:41])=[CH:38][C:37]=4[O:50][CH3:51])=[N:22][C:6]2=3)[CH2:21][CH2:20][CH2:19][CH2:18][CH2:17]1, predict the reactants needed to synthesize it.